The task is: Predict which catalyst facilitates the given reaction.. This data is from Catalyst prediction with 721,799 reactions and 888 catalyst types from USPTO. (1) Reactant: [F:1][C:2]([F:14])([F:13])[C:3]1[C:7]([C:8]([O:10][CH2:11][CH3:12])=[O:9])=[CH:6][NH:5][N:4]=1.CN[C@@H]1CCCC[C@H]1NC.[F:25][C:26]1[CH:31]=[CH:30][C:29](I)=[CH:28][CH:27]=1.C(=O)([O-])[O-].[K+].[K+]. Product: [F:25][C:26]1[CH:31]=[CH:30][C:29]([N:5]2[CH:6]=[C:7]([C:8]([O:10][CH2:11][CH3:12])=[O:9])[C:3]([C:2]([F:1])([F:13])[F:14])=[N:4]2)=[CH:28][CH:27]=1. The catalyst class is: 432. (2) Reactant: [C@@H:1]1([N:10]2[CH:17]=[CH:16][C:14](=[O:15])[NH:13][C:11]2=[O:12])[O:9][C@H:6]([CH2:7][OH:8])[C@@H:4]([OH:5])[C@H:2]1[OH:3].Cl[Si:19]([CH:32]([CH3:34])[CH3:33])([CH:29]([CH3:31])[CH3:30])[O:20][Si:21](Cl)([CH:25]([CH3:27])[CH3:26])[CH:22]([CH3:24])[CH3:23]. Product: [OH:3][C@@H:2]1[C@@H:4]2[O:5][Si:19]([CH:29]([CH3:31])[CH3:30])([CH:32]([CH3:34])[CH3:33])[O:20][Si:21]([CH:25]([CH3:27])[CH3:26])([CH:22]([CH3:23])[CH3:24])[O:8][CH2:7][C@H:6]2[O:9][C@H:1]1[N:10]1[CH:17]=[CH:16][C:14](=[O:15])[NH:13][C:11]1=[O:12]. The catalyst class is: 17. (3) Product: [CH3:19][NH:20][C:2]1[N:7]=[CH:6][C:5]([O:8][CH2:9][CH2:10][NH:11][C:12](=[O:18])[O:13][C:14]([CH3:17])([CH3:16])[CH3:15])=[CH:4][CH:3]=1. Reactant: Br[C:2]1[N:7]=[CH:6][C:5]([O:8][CH2:9][CH2:10][NH:11][C:12](=[O:18])[O:13][C:14]([CH3:17])([CH3:16])[CH3:15])=[CH:4][CH:3]=1.[CH3:19][NH2:20]. The catalyst class is: 6. (4) Reactant: [C:1]1([CH2:7][C:8]([OH:10])=O)[CH:6]=[CH:5][CH:4]=[CH:3][CH:2]=1.Cl.[CH3:12][NH:13][O:14][CH3:15].[OH-].[Na+]. Product: [CH3:15][O:14][N:13]([CH3:12])[C:8](=[O:10])[CH2:7][C:1]1[CH:6]=[CH:5][CH:4]=[CH:3][CH:2]=1. The catalyst class is: 30. (5) Reactant: Cl[CH2:2][C@H:3]1[O:7][C@@H:6]([N:8]2[C:25]3[N:24]=[CH:23][N:22]=[C:12]([NH:13][C:14](=[O:21])[C:15]4[CH:20]=[CH:19][CH:18]=[CH:17][CH:16]=4)[C:11]=3[N:10]=[CH:9]2)[C@H:5]([O:26][CH3:27])[C@@H:4]1[O:28][Si:29]([C:42]([CH3:45])([CH3:44])[CH3:43])([C:36]1[CH:41]=[CH:40][CH:39]=[CH:38][CH:37]=1)[C:30]1[CH:35]=[CH:34][CH:33]=[CH:32][CH:31]=1.[Li][N:47]=[N+:48]=[N-:49]. Product: [N:47]([CH2:2][C@H:3]1[O:7][C@@H:6]([N:8]2[C:25]3[N:24]=[CH:23][N:22]=[C:12]([NH:13][C:14](=[O:21])[C:15]4[CH:20]=[CH:19][CH:18]=[CH:17][CH:16]=4)[C:11]=3[N:10]=[CH:9]2)[C@H:5]([O:26][CH3:27])[C@@H:4]1[O:28][Si:29]([C:42]([CH3:45])([CH3:44])[CH3:43])([C:36]1[CH:41]=[CH:40][CH:39]=[CH:38][CH:37]=1)[C:30]1[CH:35]=[CH:34][CH:33]=[CH:32][CH:31]=1)=[N+:48]=[N-:49]. The catalyst class is: 16. (6) Reactant: [C:1]1([CH:7]([CH:15]2[O:20][CH2:19][CH2:18][NH:17][CH2:16]2)[CH2:8][C:9]2[CH:14]=[CH:13][CH:12]=[CH:11][CH:10]=2)[CH:6]=[CH:5][CH:4]=[CH:3][CH:2]=1.C(N(CC)CC)C.Cl[C:29]([O:31][CH2:32][C:33]1[CH:38]=[CH:37][CH:36]=[CH:35][CH:34]=1)=[O:30]. Product: [CH2:32]([O:31][C:29]([N:17]1[CH2:18][CH2:19][O:20][CH:15]([CH:7]([C:1]2[CH:6]=[CH:5][CH:4]=[CH:3][CH:2]=2)[CH2:8][C:9]2[CH:14]=[CH:13][CH:12]=[CH:11][CH:10]=2)[CH2:16]1)=[O:30])[C:33]1[CH:38]=[CH:37][CH:36]=[CH:35][CH:34]=1. The catalyst class is: 4.